Task: Predict the reaction yield, written as a fraction of the theoretical maximum amount of product (1.0 means a 100% yield; for example, 0.34 means a 34% yield).. Dataset: Reaction yield outcomes from USPTO patents with 853,638 reactions (1) The reactants are [Br:1][C:2]1[CH:7]=[CH:6][C:5]([C:8]2([C:14]3[CH:19]=[CH:18][C:17]([Cl:20])=[CH:16][CH:15]=3)[CH2:13][CH2:12][NH:11][CH2:10][CH2:9]2)=[CH:4][CH:3]=1.C(N(CC)CC)C.Cl[C:29]([O:31][CH2:32][CH3:33])=[O:30]. The catalyst is ClCCl.C(OCC)(=O)C. The product is [CH2:32]([O:31][C:29]([N:11]1[CH2:12][CH2:13][C:8]([C:5]2[CH:6]=[CH:7][C:2]([Br:1])=[CH:3][CH:4]=2)([C:14]2[CH:15]=[CH:16][C:17]([Cl:20])=[CH:18][CH:19]=2)[CH2:9][CH2:10]1)=[O:30])[CH3:33]. The yield is 0.940. (2) The reactants are [Li+].[OH-].[CH3:3][O:4][C:5]1[CH:10]=[CH:9][C:8]([C:11]2[CH:16]=[CH:15][C:14]([C:17]([NH:19][C@H:20]([C:25]([O:27]C)=[O:26])[CH2:21][C:22](=[O:24])[NH2:23])=[O:18])=[C:13]([NH:29][C:30]([NH:32][C:33]3[C:38]([CH3:39])=[CH:37][C:36]([CH3:40])=[CH:35][C:34]=3[CH3:41])=[O:31])[CH:12]=2)=[CH:7][CH:6]=1.Cl. The catalyst is O.C1COCC1.CO. The product is [CH3:3][O:4][C:5]1[CH:6]=[CH:7][C:8]([C:11]2[CH:16]=[CH:15][C:14]([C:17]([NH:19][C@H:20]([C:25]([OH:27])=[O:26])[CH2:21][C:22](=[O:24])[NH2:23])=[O:18])=[C:13]([NH:29][C:30]([NH:32][C:33]3[C:34]([CH3:41])=[CH:35][C:36]([CH3:40])=[CH:37][C:38]=3[CH3:39])=[O:31])[CH:12]=2)=[CH:9][CH:10]=1. The yield is 0.350. (3) The reactants are [CH2:1]([O:4][C:5]1[CH:10]=[CH:9][C:8]([CH2:11]O)=[C:7]([CH2:13]O)[CH:6]=1)[CH:2]=[CH2:3].CCN(CC)CC.C[S:23](Cl)(=O)=O.[S-2].[Na+].[Na+]. The yield is 0.230. The catalyst is C(Cl)Cl.O. The product is [CH2:1]([O:4][C:5]1[CH:10]=[CH:9][C:8]2[CH2:11][S:23][CH2:13][C:7]=2[CH:6]=1)[CH:2]=[CH2:3]. (4) The reactants are [N:1]([C:4]1[CH:9]=[CH:8][N:7]=[CH:6][C:5]=1/[CH:10]=[N:11]/[C:12]1[C:17]([Cl:18])=[CH:16][CH:15]=[CH:14][C:13]=1[Cl:19])=[N+]=[N-]. The catalyst is C1(C)C=CC=CC=1. The product is [Cl:19][C:13]1[CH:14]=[CH:15][CH:16]=[C:17]([Cl:18])[C:12]=1[N:11]1[CH:10]=[C:5]2[CH:6]=[N:7][CH:8]=[CH:9][C:4]2=[N:1]1. The yield is 0.680. (5) The reactants are [Br:1][C:2]1[CH:7]=[CH:6][C:5]([C@@H:8]([N:10]([CH2:15][CH2:16][C:17]([OH:28])([C:22]2[CH:27]=[CH:26][CH:25]=[CH:24][CH:23]=2)[CH2:18][C:19]([CH3:21])=[CH2:20])[C:11](=O)[O:12]C)[CH3:9])=[CH:4][CH:3]=1.[H-].[Na+]. The catalyst is C1COCC1. The product is [Br:1][C:2]1[CH:3]=[CH:4][C:5]([C@@H:8]([N:10]2[CH2:15][CH2:16][C@:17]([CH2:18][C:19]([CH3:21])=[CH2:20])([C:22]3[CH:23]=[CH:24][CH:25]=[CH:26][CH:27]=3)[O:28][C:11]2=[O:12])[CH3:9])=[CH:6][CH:7]=1. The yield is 0.345. (6) The reactants are C1(P(C2C=CC=CC=2)C2C=CC=CC=2)C=CC=CC=1.N1C=CN=C1.[I-:25].[O:26]1[CH2:31][CH2:30][CH2:29][CH2:28][CH:27]1[O:32][CH2:33][C:34]#[C:35][CH2:36]O. The catalyst is ClCCl. The product is [O:26]1[CH2:31][CH2:30][CH2:29][CH2:28][CH:27]1[O:32][CH2:33][C:34]#[C:35][CH2:36][I:25]. The yield is 0.560. (7) The reactants are [Br:1][C:2]1[CH:3]=[N:4][NH:5][C:6]=1[C:7]1[C:12]([F:13])=[CH:11][CH:10]=[C:9]([N+:14]([O-:16])=[O:15])[C:8]=1[F:17].[CH3:18]I. The catalyst is ClCCl.[Br-].C([N+](CCCC)(CCCC)CCCC)CCC.[OH-].[Na+]. The product is [Br:1][C:2]1[C:6]([C:7]2[C:12]([F:13])=[CH:11][CH:10]=[C:9]([N+:14]([O-:16])=[O:15])[C:8]=2[F:17])=[N:5][N:4]([CH3:18])[CH:3]=1. The yield is 0.570. (8) The reactants are [Cl:1][C:2]1[CH:3]=[C:4]([C:8]2[O:9][N:10]=[C:11]3[CH:16]=[CH:15][C:14]([CH:17]([C:19]4[S:20][CH:21]=[C:22]([C:24]5[CH:29]=[CH:28][CH:27]=[CH:26][CH:25]=5)[N:23]=4)[OH:18])=[CH:13][C:12]=23)[CH:5]=[CH:6][CH:7]=1. The catalyst is O1CCOCC1.O=[Mn]=O. The product is [Cl:1][C:2]1[CH:3]=[C:4]([C:8]2[O:9][N:10]=[C:11]3[CH:16]=[CH:15][C:14]([C:17]([C:19]4[S:20][CH:21]=[C:22]([C:24]5[CH:25]=[CH:26][CH:27]=[CH:28][CH:29]=5)[N:23]=4)=[O:18])=[CH:13][C:12]=23)[CH:5]=[CH:6][CH:7]=1. The yield is 1.00. (9) The reactants are [CH3:1][CH:2]1[CH:6]2[C:7]([NH:9][CH:10]=[C:11]([CH3:12])[CH:5]2[CH2:4][CH2:3]1)=[O:8].[Cl:13][C:14]1[CH:19]=[CH:18][C:17]([Bi]([C:17]2[CH:18]=[CH:19][C:14]([Cl:13])=[CH:15][CH:16]=2)[C:17]2[CH:18]=[CH:19][C:14]([Cl:13])=[CH:15][CH:16]=2)=[CH:16][CH:15]=1.C(N(CC)CC)C. The catalyst is ClCCl.C([O-])(=O)C.[Cu+2].C([O-])(=O)C. The product is [Cl:13][C:14]1[CH:19]=[CH:18][C:17]([N:9]2[CH2:10][C@@H:11]([CH3:12])[C@H:5]3[CH2:4][CH2:3][C@H:2]([CH3:1])[C@H:6]3[C:7]2=[O:8])=[CH:16][CH:15]=1. The yield is 0.640.